From a dataset of Forward reaction prediction with 1.9M reactions from USPTO patents (1976-2016). Predict the product of the given reaction. Given the reactants [NH3:1].[CH2:2]([C:4]1[CH:21]=[CH:20][C:7]([O:8][C:9]2[CH:14]=[CH:13][C:12]([S:15](Cl)(=[O:17])=[O:16])=[CH:11][C:10]=2[F:19])=[C:6]([O:22][CH3:23])[CH:5]=1)[CH3:3], predict the reaction product. The product is: [CH2:2]([C:4]1[CH:21]=[CH:20][C:7]([O:8][C:9]2[CH:14]=[CH:13][C:12]([S:15]([NH2:1])(=[O:17])=[O:16])=[CH:11][C:10]=2[F:19])=[C:6]([O:22][CH3:23])[CH:5]=1)[CH3:3].